This data is from Full USPTO retrosynthesis dataset with 1.9M reactions from patents (1976-2016). The task is: Predict the reactants needed to synthesize the given product. (1) Given the product [CH2:2]([C:1]1[N:19]([C:20]2[CH:21]=[C:22]([CH:28]=[CH:29][CH:30]=2)[C:23]([OH:25])=[O:24])[C:10]2[CH:11]=[CH:12][C:13]([C:15]([F:18])([F:17])[F:16])=[CH:14][C:9]=2[N:8]=1)[CH:3]([CH3:5])[CH3:4], predict the reactants needed to synthesize it. The reactants are: [C:1](Cl)(=O)[CH2:2][CH:3]([CH3:5])[CH3:4].[NH2:8][C:9]1[CH:14]=[C:13]([C:15]([F:18])([F:17])[F:16])[CH:12]=[CH:11][C:10]=1[NH:19][C:20]1[CH:21]=[C:22]([CH:28]=[CH:29][CH:30]=1)[C:23]([O:25]CC)=[O:24].N1C=CC=CC=1.O. (2) Given the product [OH:8][C:9]1[C:18](=[O:19])[C:17]2[C:12](=[CH:13][CH:14]=[CH:15][CH:16]=2)[O:11][C:10]=1[C:20]1[CH:25]=[CH:24][C:23]([O:26][CH2:27][CH2:28][O:29][CH2:30][CH2:31][OH:32])=[CH:22][CH:21]=1, predict the reactants needed to synthesize it. The reactants are: C([O:8][C:9]1[C:18](=[O:19])[C:17]2[C:12](=[CH:13][CH:14]=[CH:15][CH:16]=2)[O:11][C:10]=1[C:20]1[CH:25]=[CH:24][C:23]([O:26][CH2:27][CH2:28][O:29][CH2:30][CH2:31][OH:32])=[CH:22][CH:21]=1)C1C=CC=CC=1.